From a dataset of Forward reaction prediction with 1.9M reactions from USPTO patents (1976-2016). Predict the product of the given reaction. Given the reactants [Si]([O:8][CH2:9][C:10]1[CH:11]=[CH:12][C:13]([CH2:16][O:17][C:18]2[C:27]3[C:22](=[CH:23][CH:24]=[CH:25][CH:26]=3)[C:21]3=[N:28][N:29]=[C:30]([C:31]4[CH:35]=[C:34]([CH3:36])[O:33][N:32]=4)[N:20]3[N:19]=2)=[N:14][CH:15]=1)(C(C)(C)C)(C)C, predict the reaction product. The product is: [CH3:36][C:34]1[O:33][N:32]=[C:31]([C:30]2[N:20]3[N:19]=[C:18]([O:17][CH2:16][C:13]4[N:14]=[CH:15][C:10]([CH2:9][OH:8])=[CH:11][CH:12]=4)[C:27]4[C:22]([C:21]3=[N:28][N:29]=2)=[CH:23][CH:24]=[CH:25][CH:26]=4)[CH:35]=1.